Dataset: Catalyst prediction with 721,799 reactions and 888 catalyst types from USPTO. Task: Predict which catalyst facilitates the given reaction. Reactant: C[O:2][C:3](=[O:16])[CH2:4][N:5]1[C:10]2[CH:11]=[CH:12][CH:13]=[CH:14][C:9]=2[S:8][CH2:7][C:6]1=[O:15].[OH-].[Na+]. Product: [O:15]=[C:6]1[N:5]([CH2:4][C:3]([OH:16])=[O:2])[C:10]2[CH:11]=[CH:12][CH:13]=[CH:14][C:9]=2[S:8][CH2:7]1. The catalyst class is: 5.